From a dataset of Full USPTO retrosynthesis dataset with 1.9M reactions from patents (1976-2016). Predict the reactants needed to synthesize the given product. (1) Given the product [CH3:21][S:22]([C:25]1[CH:26]=[C:27]([CH2:28][N:4]2[CH2:5][CH2:6][CH2:7][N:1]([C:8]3[CH:9]=[CH:10][C:11]4[N:12]([C:14]([C:17]([F:18])([F:19])[F:20])=[N:15][N:16]=4)[N:13]=3)[CH2:2][CH2:3]2)[CH:30]=[CH:31][CH:32]=1)(=[O:23])=[O:24], predict the reactants needed to synthesize it. The reactants are: [N:1]1([C:8]2[CH:9]=[CH:10][C:11]3[N:12]([C:14]([C:17]([F:20])([F:19])[F:18])=[N:15][N:16]=3)[N:13]=2)[CH2:7][CH2:6][CH2:5][NH:4][CH2:3][CH2:2]1.[CH3:21][S:22]([C:25]1[CH:26]=[C:27]([CH:30]=[CH:31][CH:32]=1)[CH:28]=O)(=[O:24])=[O:23]. (2) Given the product [NH:61]1[C:62]2=[N:63][CH:4]=[CH:5][CH:6]=[C:7]2[C:2]([NH2:1])=[N:60]1, predict the reactants needed to synthesize it. The reactants are: [NH2:1][C:2]1[CH:7]=[CH:6][CH:5]=[CH:4]C=1.CC1(C)C2C(=C(P(C3C=CC=CC=3)C3C=CC=CC=3)C=CC=2)OC2C(P(C3C=CC=CC=3)C3C=CC=CC=3)=CC=CC1=2.[O-]P([O-])([O-])=O.[K+].[K+].[K+].BrC1C2[C:62](=[N:63]C=C([N+]([O-])=O)C=2)[N:61](COCC[Si](C)(C)C)[N:60]=1. (3) Given the product [F:1][C:2]1[CH:7]=[CH:6][C:5]([CH:8]([C:28]2[CH:33]=[CH:32][C:31]([C:34]3[CH:35]=[CH:36][C:37]([NH:40][C:41](=[O:47])[CH2:42][C:43]([OH:45])=[O:44])=[CH:38][CH:39]=3)=[CH:30][CH:29]=2)[CH2:9]/[C:10](=[N:19]\[OH:20])/[C:11]2[CH:16]=[CH:15][C:14](=[O:17])[N:13]([CH3:18])[CH:12]=2)=[C:4]([CH3:48])[CH:3]=1, predict the reactants needed to synthesize it. The reactants are: [F:1][C:2]1[CH:7]=[CH:6][C:5]([CH:8]([C:28]2[CH:33]=[CH:32][C:31]([C:34]3[CH:39]=[CH:38][C:37]([NH:40][C:41](=[O:47])[CH2:42][C:43]([O:45]C)=[O:44])=[CH:36][CH:35]=3)=[CH:30][CH:29]=2)[CH2:9]/[C:10](=[N:19]\[O:20]C(=O)CC(OC)=O)/[C:11]2[CH:16]=[CH:15][C:14](=[O:17])[N:13]([CH3:18])[CH:12]=2)=[C:4]([CH3:48])[CH:3]=1.O.[OH-].[Li+]. (4) Given the product [ClH:24].[CH3:26][C:27]1[CH:32]=[C:31]([N+:33]([O-:35])=[O:34])[CH:30]=[CH:29][C:28]=1[N:36]=[C:37]1[N:6]([CH2:7][CH:8]([CH3:10])[CH3:9])[C@H:5]([C:4]([O:3][CH3:2])=[O:13])[CH2:11][S:38]1, predict the reactants needed to synthesize it. The reactants are: Cl.[CH3:2][O:3][C:4](=[O:13])[C@H:5]([CH2:11]O)[NH:6][CH2:7][CH:8]([CH3:10])[CH3:9].COC(=O)[C@H](CO)N.O=S(Cl)[Cl:24].[CH3:26][C:27]1[CH:32]=[C:31]([N+:33]([O-:35])=[O:34])[CH:30]=[CH:29][C:28]=1[N:36]=[C:37]=[S:38]. (5) Given the product [Cl:15][C:16]1[CH:17]=[C:18]([NH:19][C:2]2[N:7]=[C:6]([C:8]3[CH:13]=[CH:12][N:11]=[C:10]([NH:23][CH:24]4[CH2:29][CH2:28][O:27][CH2:26][CH2:25]4)[N:9]=3)[N:5]=[CH:4][N:3]=2)[CH:20]=[CH:21][CH:22]=1, predict the reactants needed to synthesize it. The reactants are: Cl[C:2]1[N:7]=[C:6]([C:8]2[CH:13]=[CH:12][N:11]=[C:10](Cl)[N:9]=2)[N:5]=[CH:4][N:3]=1.[Cl:15][C:16]1[CH:17]=[C:18]([CH:20]=[CH:21][CH:22]=1)[NH2:19].[NH2:23][CH:24]1[CH2:29][CH2:28][O:27][CH2:26][CH2:25]1.